This data is from Reaction yield outcomes from USPTO patents with 853,638 reactions. The task is: Predict the reaction yield, written as a fraction of the theoretical maximum amount of product (1.0 means a 100% yield; for example, 0.34 means a 34% yield). (1) The reactants are Br[C:2]1[CH:3]=[N:4][CH:5]=[C:6]2[C:11]=1[N:10]=[C:9]([C:12]([NH2:14])=[O:13])[CH:8]=[CH:7]2.[CH3:15][C:16]1[CH:21]=[C:20](B(O)O)[CH:19]=[CH:18][N:17]=1.C(=O)([O-])[O-].[Cs+].[Cs+]. The catalyst is O1CCOCC1.O.C1(P([C-]2C=CC=C2)C2C=CC=CC=2)C=CC=CC=1.[C-]1(P(C2C=CC=CC=2)C2C=CC=CC=2)C=CC=C1.[Fe+2].[Pd](Cl)Cl. The product is [CH3:15][C:16]1[CH:21]=[C:20]([C:2]2[CH:3]=[N:4][CH:5]=[C:6]3[C:11]=2[N:10]=[C:9]([C:12]([NH2:14])=[O:13])[CH:8]=[CH:7]3)[CH:19]=[CH:18][N:17]=1. The yield is 0.930. (2) The reactants are CC[O:3][C:4]([CH:6](P(OCC)(OCC)=O)[F:7])=O.O=[C:17]([CH3:27])[CH2:18][NH:19][C:20](=[O:26])[O:21][C:22]([CH3:25])([CH3:24])[CH3:23].[OH-].[Li+].[BH4-].[Li+].[Cl-].[NH4+]. The catalyst is C1COCC1. The product is [F:7]/[C:6](/[CH2:4][OH:3])=[C:17](\[CH3:27])/[CH2:18][NH:19][C:20](=[O:26])[O:21][C:22]([CH3:25])([CH3:24])[CH3:23]. The yield is 0.300.